Dataset: Forward reaction prediction with 1.9M reactions from USPTO patents (1976-2016). Task: Predict the product of the given reaction. (1) Given the reactants Br[C:2]1[CH:14]=[N:13][C:12]2[C:11]3[CH:10]=[CH:9][C:8]([C:15]([O:17][CH3:18])=[O:16])=[CH:7][C:6]=3[NH:5][C:4]=2[CH:3]=1.[CH3:19][N:20]1[C:24]([Sn](CCCC)(CCCC)CCCC)=[C:23]([CH3:38])[N:22]=[N:21]1.C(N(CC)CC)C.C(Cl)Cl, predict the reaction product. The product is: [CH3:19][N:20]1[C:24]([C:2]2[CH:14]=[N:13][C:12]3[C:11]4[CH:10]=[CH:9][C:8]([C:15]([O:17][CH3:18])=[O:16])=[CH:7][C:6]=4[NH:5][C:4]=3[CH:3]=2)=[C:23]([CH3:38])[N:22]=[N:21]1. (2) The product is: [C:20]([C:23]1[CH:24]=[C:25]([C:2]2[CH:3]=[C:4]3[C:17](=[CH:18][CH:19]=2)[O:16][CH2:15][C:11]2([CH2:14][O:13][CH2:12]2)[C:5]23[CH2:9][O:8][C:7]([NH2:10])=[N:6]2)[CH:26]=[N:27][CH:28]=1)#[C:21][CH3:22]. Given the reactants Br[C:2]1[CH:3]=[C:4]2[C:17](=[CH:18][CH:19]=1)[O:16][CH2:15][C:11]1([CH2:14][O:13][CH2:12]1)[C:5]12[CH2:9][O:8][C:7]([NH2:10])=[N:6]1.[C:20]([C:23]1[CH:24]=[C:25](B(O)O)[CH:26]=[N:27][CH:28]=1)#[C:21][CH3:22].C1(P(C2CCCCC2)C2C=CC=CC=2C2C(OC)=CC=CC=2OC)CCCCC1.[O-]P([O-])([O-])=O.[K+].[K+].[K+], predict the reaction product.